Task: Regression/Classification. Given a drug SMILES string, predict its absorption, distribution, metabolism, or excretion properties. Task type varies by dataset: regression for continuous measurements (e.g., permeability, clearance, half-life) or binary classification for categorical outcomes (e.g., BBB penetration, CYP inhibition). Dataset: cyp3a4_veith.. Dataset: CYP3A4 inhibition data for predicting drug metabolism from PubChem BioAssay (1) The drug is Cc1c(/N=C/c2ccco2)n(Cc2ccccc2)c2ccccc12. The result is 1 (inhibitor). (2) The drug is COc1ccc(C(=O)N2CCC3(CCCN(c4cccc(-c5ccccc5)c4)C3)CC2)cc1. The result is 1 (inhibitor).